Dataset: Peptide-MHC class I binding affinity with 185,985 pairs from IEDB/IMGT. Task: Regression. Given a peptide amino acid sequence and an MHC pseudo amino acid sequence, predict their binding affinity value. This is MHC class I binding data. (1) The peptide sequence is ELIKAMNHF. The MHC is HLA-B15:01 with pseudo-sequence HLA-B15:01. The binding affinity (normalized) is 0.502. (2) The peptide sequence is QFTSAICSVV. The MHC is Patr-A0901 with pseudo-sequence Patr-A0901. The binding affinity (normalized) is 0.129. (3) The peptide sequence is TLATISTSP. The MHC is HLA-A02:01 with pseudo-sequence HLA-A02:01. The binding affinity (normalized) is 0.0480. (4) The peptide sequence is RTLGVFRYK. The MHC is HLA-A02:03 with pseudo-sequence HLA-A02:03. The binding affinity (normalized) is 0.0847.